This data is from Full USPTO retrosynthesis dataset with 1.9M reactions from patents (1976-2016). The task is: Predict the reactants needed to synthesize the given product. (1) Given the product [CH2:12]([O:11][C:7]([C:8]1[CH:9]=[N:27][N:28]2[CH:29]=[C:30]([S:34](=[O:38])(=[O:39])[N:35]([CH3:37])[CH3:36])[CH:31]=[CH:32][C:33]=12)=[O:10])[CH3:13], predict the reactants needed to synthesize it. The reactants are: C(=O)([O-])[O-].[K+].[K+].[C:7]([O:11][CH2:12][CH3:13])(=[O:10])[C:8]#[CH:9].C1(C)C=C(C)C=C(C)C=1S([O-])(=O)=O.[NH2:27][N+:28]1[CH:33]=[CH:32][CH:31]=[C:30]([S:34](=[O:39])(=[O:38])[N:35]([CH3:37])[CH3:36])[CH:29]=1. (2) The reactants are: [Li]CCCC.[CH3:6][O:7][C:8]1[CH:9]=[C:10]2[C:15](=[CH:16][CH:17]=1)[CH:14]=[C:13](Br)[CH:12]=[CH:11]2.[CH:19]([C:21]1[CH:30]=[CH:29][C:24]([C:25]([O:27][CH3:28])=[O:26])=[CH:23][CH:22]=1)=[O:20].[Cl-].[NH4+]. Given the product [OH:20][CH:19]([C:13]1[CH:12]=[CH:11][C:10]2[C:15](=[CH:16][CH:17]=[C:8]([O:7][CH3:6])[CH:9]=2)[CH:14]=1)[C:21]1[CH:22]=[CH:23][C:24]([C:25]([O:27][CH3:28])=[O:26])=[CH:29][CH:30]=1, predict the reactants needed to synthesize it. (3) Given the product [Cl:49][C:50]1[CH:68]=[CH:67][C:53]2[NH:54][C:55]([C@@H:57]([NH:66][C:5](=[O:7])[C:4]3[CH:8]=[CH:9][C:10]([C:11]([N:13]4[CH2:17][CH2:16][CH2:15][CH2:14]4)=[O:12])=[C:2]([CH3:1])[CH:3]=3)[CH2:58][C:59]3[CH:60]=[CH:61][C:62]([F:65])=[CH:63][CH:64]=3)=[N:56][C:52]=2[CH:51]=1, predict the reactants needed to synthesize it. The reactants are: [CH3:1][C:2]1[CH:3]=[C:4]([CH:8]=[CH:9][C:10]=1[C:11]([N:13]1[CH2:17][CH2:16][CH2:15][CH2:14]1)=[O:12])[C:5]([OH:7])=O.CN(C(ON1N=NC2C=CC=CC1=2)=[N+](C)C)C.[B-](F)(F)(F)F.C(N(C(C)C)CC)(C)C.[Cl:49][C:50]1[CH:68]=[CH:67][C:53]2[NH:54][C:55]([C@@H:57]([NH2:66])[CH2:58][C:59]3[CH:64]=[CH:63][C:62]([F:65])=[CH:61][CH:60]=3)=[N:56][C:52]=2[CH:51]=1.ClCl. (4) Given the product [CH2:18]([N:15]1[C:16]2[CH:17]=[C:9]3[N:8]=[C:7]([C:3]4[C:2]([NH:1][CH2:24][CH3:25])=[CH:6][NH:5][N:4]=4)[NH:23][C:10]3=[CH:11][C:12]=2[C:13]([CH3:22])([CH3:21])[C:14]1=[O:20])[CH3:19], predict the reactants needed to synthesize it. The reactants are: [NH2:1][C:2]1[C:3]([C:7]2[NH:23][C:10]3=[CH:11][C:12]4[C:13]([CH3:22])([CH3:21])[C:14](=[O:20])[N:15]([CH2:18][CH3:19])[C:16]=4[CH:17]=[C:9]3[N:8]=2)=[N:4][NH:5][CH:6]=1.[CH:24](=O)[CH3:25]. (5) Given the product [ClH:1].[CH3:13][N:14]1[C:18]2[CH:19]=[CH:20][CH:21]=[CH:22][C:17]=2[N:16]=[C:15]1[CH2:23][N:24]1[C:29](=[O:30])[C:28]([CH2:31][C:32]2[CH:33]=[CH:34][C:35]([C:38]3[CH:43]=[CH:42][CH:41]=[CH:40][C:39]=3[C:44]3[NH:3][C:4](=[O:7])[O:5][N:45]=3)=[CH:36][CH:37]=2)=[C:27]([CH2:46][CH2:47][CH3:48])[N:26]2[N:49]=[CH:50][N:51]=[C:25]12, predict the reactants needed to synthesize it. The reactants are: [Cl-:1].O[NH3+:3].[C:4](=[O:7])([O-])[OH:5].[Na+].CS(C)=O.[CH3:13][N:14]1[C:18]2[CH:19]=[CH:20][CH:21]=[CH:22][C:17]=2[N:16]=[C:15]1[CH2:23][N:24]1[C:29](=[O:30])[C:28]([CH2:31][C:32]2[CH:37]=[CH:36][C:35]([C:38]3[C:39]([C:44]#[N:45])=[CH:40][CH:41]=[CH:42][CH:43]=3)=[CH:34][CH:33]=2)=[C:27]([CH2:46][CH2:47][CH3:48])[N:26]2[N:49]=[CH:50][N:51]=[C:25]12. (6) Given the product [Br:1][C:2]1[CH:11]=[C:10]2[C:5]([CH:6]=[CH:7][C:8]([O:12][CH2:17][CH2:18][N:19]3[CH2:23][CH2:22][CH2:21][CH2:20]3)=[CH:9]2)=[CH:4][CH:3]=1, predict the reactants needed to synthesize it. The reactants are: [Br:1][C:2]1[CH:11]=[C:10]2[C:5]([CH:6]=[CH:7][C:8]([OH:12])=[CH:9]2)=[CH:4][CH:3]=1.[H-].[Na+].Cl.Cl[CH2:17][CH2:18][N:19]1[CH2:23][CH2:22][CH2:21][CH2:20]1. (7) Given the product [Br:1][C:2]1[CH:12]=[N:11][C:5]2=[C:6]([Cl:15])[N:7]=[N:8][CH:9]=[C:4]2[CH:3]=1, predict the reactants needed to synthesize it. The reactants are: [Br:1][C:2]1[CH:12]=[N:11][C:5]2[C:6](=O)[NH:7][N:8]=[CH:9][C:4]=2[CH:3]=1.P(Cl)(Cl)([Cl:15])=O. (8) Given the product [C:1]([C:3]1[CH:4]=[C:5]([C:13]2[S:43][C:17]([C:18]3[CH:23]=[CH:22][C:21]([Br:24])=[CH:20][C:19]=3[CH3:25])=[N:16][N:15]=2)[CH:6]=[CH:7][C:8]=1[O:9][CH:10]([CH3:12])[CH3:11])#[N:2], predict the reactants needed to synthesize it. The reactants are: [C:1]([C:3]1[CH:4]=[C:5]([C:13]([NH:15][NH:16][C:17](=O)[C:18]2[CH:23]=[CH:22][C:21]([Br:24])=[CH:20][C:19]=2[CH3:25])=O)[CH:6]=[CH:7][C:8]=1[O:9][CH:10]([CH3:12])[CH3:11])#[N:2].C1(C)C=CC=CC=1.COC1C=CC(P2(SP(C3C=CC(OC)=CC=3)(=S)S2)=[S:43])=CC=1. (9) Given the product [F:30][C:31]1([F:35])[CH2:34][N:33]([C:2]2[C:3]([F:28])=[C:4]([N:8]3[CH:13]=[C:12]([O:14][CH3:15])[C:11](=[O:16])[C:10]([C:17]4[N:21]([C:22]5[CH:27]=[CH:26][CH:25]=[CH:24][CH:23]=5)[N:20]=[CH:19][CH:18]=4)=[N:9]3)[CH:5]=[CH:6][CH:7]=2)[CH2:32]1, predict the reactants needed to synthesize it. The reactants are: Br[C:2]1[C:3]([F:28])=[C:4]([N:8]2[CH:13]=[C:12]([O:14][CH3:15])[C:11](=[O:16])[C:10]([C:17]3[N:21]([C:22]4[CH:27]=[CH:26][CH:25]=[CH:24][CH:23]=4)[N:20]=[CH:19][CH:18]=3)=[N:9]2)[CH:5]=[CH:6][CH:7]=1.Cl.[F:30][C:31]1([F:35])[CH2:34][NH:33][CH2:32]1.O(C(C)(C)C)[Na].CC1(C)C2C(=C(P(C3C=CC=CC=3)C3C=CC=CC=3)C=CC=2)OC2C(P(C3C=CC=CC=3)C3C=CC=CC=3)=CC=CC1=2. (10) The reactants are: I[C:2]1[CH:11]=[CH:10][CH:9]=[C:8]2[C:3]=1[CH:4]=[CH:5][N:6]([C@H:13]([CH3:17])[C:14]([NH2:16])=[O:15])[C:7]2=[O:12].[C:18]12([CH2:28][NH2:29])[CH2:27][CH:22]3[CH2:23][CH:24]([CH2:26][CH:20]([CH2:21]3)[CH2:19]1)[CH2:25]2.N12CCCN=C1CCCCC2.[O:41]1CCOC[CH2:42]1. Given the product [C:18]12([CH2:28][NH:29][C:42]([C:2]3[C:3]4[CH:4]=[CH:5][N:6]([C@@H:13]([C:14](=[O:15])[NH2:16])[CH3:17])[C:7](=[O:12])[C:8]=4[CH:9]=[CH:10][CH:11]=3)=[O:41])[CH2:25][CH:24]3[CH2:23][CH:22]([CH2:21][CH:20]([CH2:26]3)[CH2:19]1)[CH2:27]2, predict the reactants needed to synthesize it.